This data is from NCI-60 drug combinations with 297,098 pairs across 59 cell lines. The task is: Regression. Given two drug SMILES strings and cell line genomic features, predict the synergy score measuring deviation from expected non-interaction effect. (1) Drug 1: C1=CC(=CC=C1C#N)C(C2=CC=C(C=C2)C#N)N3C=NC=N3. Drug 2: C1CN(P(=O)(OC1)NCCCl)CCCl. Cell line: OVCAR-5. Synergy scores: CSS=4.55, Synergy_ZIP=-0.542, Synergy_Bliss=4.99, Synergy_Loewe=2.60, Synergy_HSA=2.76. (2) Drug 1: C1=CC(=CC=C1CCC2=CNC3=C2C(=O)NC(=N3)N)C(=O)NC(CCC(=O)O)C(=O)O. Drug 2: CN1C(=O)N2C=NC(=C2N=N1)C(=O)N. Cell line: MDA-MB-231. Synergy scores: CSS=7.32, Synergy_ZIP=-7.44, Synergy_Bliss=-2.23, Synergy_Loewe=-7.82, Synergy_HSA=-1.46. (3) Drug 1: CN(C)C1=NC(=NC(=N1)N(C)C)N(C)C. Drug 2: C1C(C(OC1N2C=NC3=C2NC=NCC3O)CO)O. Cell line: RXF 393. Synergy scores: CSS=-5.72, Synergy_ZIP=-1.72, Synergy_Bliss=-9.42, Synergy_Loewe=-17.9, Synergy_HSA=-12.5. (4) Drug 1: C1=NC2=C(N1)C(=S)N=C(N2)N. Drug 2: CNC(=O)C1=NC=CC(=C1)OC2=CC=C(C=C2)NC(=O)NC3=CC(=C(C=C3)Cl)C(F)(F)F. Cell line: ACHN. Synergy scores: CSS=53.4, Synergy_ZIP=-3.40, Synergy_Bliss=-4.11, Synergy_Loewe=-8.35, Synergy_HSA=-2.13.